This data is from TCR-epitope binding with 47,182 pairs between 192 epitopes and 23,139 TCRs. The task is: Binary Classification. Given a T-cell receptor sequence (or CDR3 region) and an epitope sequence, predict whether binding occurs between them. (1) The epitope is KAFSPEVIPMF. The TCR CDR3 sequence is CASSSGQGAMNEQFF. Result: 0 (the TCR does not bind to the epitope). (2) The epitope is LLWNGPMAV. The TCR CDR3 sequence is CATARQGDQETQYF. Result: 1 (the TCR binds to the epitope). (3) The epitope is KLWAQCVQL. The TCR CDR3 sequence is CASSSGLADNEQFF. Result: 1 (the TCR binds to the epitope). (4) The epitope is NLVPMVATV. The TCR CDR3 sequence is CASSVAEGGEAFF. Result: 1 (the TCR binds to the epitope). (5) The epitope is KAYNVTQAF. The TCR CDR3 sequence is CASRPGTSLDTQYF. Result: 1 (the TCR binds to the epitope). (6) The TCR CDR3 sequence is CASSFGAINEAFF. The epitope is TPQDLNTML. Result: 1 (the TCR binds to the epitope). (7) The epitope is KLNVGDYFV. The TCR CDR3 sequence is CASSLDRGVGGYTF. Result: 0 (the TCR does not bind to the epitope). (8) The epitope is KTSVDCTMYI. The TCR CDR3 sequence is CASSTLNSLEAFF. Result: 0 (the TCR does not bind to the epitope). (9) The epitope is QARQMVQAMRTIGTHP. The TCR CDR3 sequence is CASSYQSSSYEQYF. Result: 0 (the TCR does not bind to the epitope). (10) The epitope is ALSKGVHFV. The TCR CDR3 sequence is CSVVLRTYNEQFF. Result: 0 (the TCR does not bind to the epitope).